Dataset: Forward reaction prediction with 1.9M reactions from USPTO patents (1976-2016). Task: Predict the product of the given reaction. (1) Given the reactants [Cl:1][C:2]1[C:7]([O:8][CH3:9])=[CH:6][C:5]([O:10][CH3:11])=[C:4]([Cl:12])[C:3]=1[C:13]1[CH:22]=[CH:21][C:20]([C:23]([OH:25])=O)=[C:19]2[C:14]=1[CH:15]=[CH:16][CH:17]=[N:18]2.[CH2:26]([N:28]1[CH2:33][CH2:32][N:31]([CH2:34][C:35]2[CH:36]=[CH:37][C:38]([NH2:41])=[N:39][CH:40]=2)[CH2:30][CH2:29]1)[CH3:27], predict the reaction product. The product is: [CH2:26]([N:28]1[CH2:29][CH2:30][N:31]([CH2:34][C:35]2[CH:36]=[CH:37][C:38]([NH:41][C:23]([C:20]3[CH:21]=[CH:22][C:13]([C:3]4[C:4]([Cl:12])=[C:5]([O:10][CH3:11])[CH:6]=[C:7]([O:8][CH3:9])[C:2]=4[Cl:1])=[C:14]4[C:19]=3[N:18]=[CH:17][CH:16]=[CH:15]4)=[O:25])=[N:39][CH:40]=2)[CH2:32][CH2:33]1)[CH3:27]. (2) Given the reactants [F-].C([N+](CCCC)(CCCC)CCCC)CCC.I[C:20]1[CH:21]=[C:22]([F:26])[CH:23]=[CH:24][CH:25]=1.[CH2:27]([O:29][C:30](=[O:43])[C:31]1[CH:36]=[C:35]([C:37]#[C:38][Si](C)(C)C)[CH:34]=[N:33][CH:32]=1)[CH3:28], predict the reaction product. The product is: [CH2:27]([O:29][C:30](=[O:43])[C:31]1[CH:36]=[C:35]([C:37]#[C:38][C:20]2[CH:25]=[CH:24][CH:23]=[C:22]([F:26])[CH:21]=2)[CH:34]=[N:33][CH:32]=1)[CH3:28]. (3) Given the reactants [CH3:1][O:2][C:3]1[CH:35]=[CH:34][C:6]([C:7]([O:22][CH2:23][C:24]2[CH:25]=[C:26]([CH:31]=[CH:32][CH:33]=2)[CH2:27][N:28]=[C:29]=[S:30])([C:16]2[CH:21]=[CH:20][CH:19]=[CH:18][CH:17]=2)[C:8]2[CH:13]=[CH:12][C:11]([O:14][CH3:15])=[CH:10][CH:9]=2)=[CH:5][CH:4]=1.[NH2:36][CH2:37][C:38]1[CH:43]=[CH:42][CH:41]=[C:40]([CH2:44][O:45][Si:46]([C:49]([CH3:52])([CH3:51])[CH3:50])([CH3:48])[CH3:47])[N:39]=1, predict the reaction product. The product is: [CH3:15][O:14][C:11]1[CH:10]=[CH:9][C:8]([C:7]([O:22][CH2:23][C:24]2[CH:25]=[C:26]([CH:31]=[CH:32][CH:33]=2)[CH2:27][NH:28][C:29]([NH:36][CH2:37][C:38]2[CH:43]=[CH:42][CH:41]=[C:40]([CH2:44][O:45][Si:46]([C:49]([CH3:52])([CH3:51])[CH3:50])([CH3:47])[CH3:48])[N:39]=2)=[S:30])([C:16]2[CH:21]=[CH:20][CH:19]=[CH:18][CH:17]=2)[C:6]2[CH:5]=[CH:4][C:3]([O:2][CH3:1])=[CH:35][CH:34]=2)=[CH:13][CH:12]=1. (4) Given the reactants [CH3:1][C:2]1[O:6][C:5]([CH2:7][CH:8]2[CH2:13][CH2:12][N:11]([C:14](=[O:17])[CH:15]=[CH2:16])[CH2:10][CH2:9]2)=[N:4][N:3]=1.Br[C:19]1[CH:31]=[CH:30][C:29]([O:32][C:33]([F:36])([F:35])[F:34])=[CH:28][C:20]=1[CH2:21][N:22]1[N:26]=[N:25][C:24]([CH3:27])=[N:23]1.C1(C)C=CC=CC=1P(C1C=CC=CC=1C)C1C=CC=CC=1C.O, predict the reaction product. The product is: [CH3:1][C:2]1[O:6][C:5]([CH2:7][CH:8]2[CH2:13][CH2:12][N:11]([C:14](=[O:17])/[CH:15]=[CH:16]/[C:19]3[CH:31]=[CH:30][C:29]([O:32][C:33]([F:36])([F:34])[F:35])=[CH:28][C:20]=3[CH2:21][N:22]3[N:26]=[N:25][C:24]([CH3:27])=[N:23]3)[CH2:10][CH2:9]2)=[N:4][N:3]=1. (5) Given the reactants Cl[C:2]1[C:7]([Cl:8])=[N:6][CH:5]=[CH:4][N:3]=1.ClC1C=C([CH:16]2[CH2:21][CH2:20][O:19][CH2:18][CH2:17]2)N=CN=1.C(OCC)(=O)C.[Cl-].[NH4+], predict the reaction product. The product is: [Cl:8][C:7]1[C:2]([CH:16]2[CH2:21][CH2:20][O:19][CH2:18][CH2:17]2)=[N:3][CH:4]=[CH:5][N:6]=1. (6) Given the reactants [O:1]([C:3]1[CH:10]=[CH:9][CH:8]=[CH:7][C:4]=1[NH:5][CH3:6])[CH3:2].CO[C:13](=[O:35])[C:14]1[CH:19]=[C:18]([C:20]2[CH:21]=[N:22][C:23]([C:28]([F:31])([F:30])[F:29])=[CH:24][C:25]=2[C:26]#[N:27])[C:17]([Cl:32])=[CH:16][C:15]=1[O:33][CH3:34], predict the reaction product. The product is: [Cl:32][C:17]1[C:18]([C:20]2[CH:21]=[N:22][C:23]([C:28]([F:31])([F:29])[F:30])=[CH:24][C:25]=2[C:26]#[N:27])=[CH:19][C:14]([C:13]([N:5]([C:4]2[CH:7]=[CH:8][CH:9]=[CH:10][C:3]=2[O:1][CH3:2])[CH3:6])=[O:35])=[C:15]([O:33][CH3:34])[CH:16]=1. (7) Given the reactants FC(F)(F)[C:3]1C=[C:5]([NH:8][C:9]([C:11]2[C:16]([NH2:17])=[N:15][C:14]([C:18]([F:21])([F:20])[F:19])=[C:13]([Br:22])[N:12]=2)=[O:10])[NH:6][N:7]=1.[NH:25]1C(N)=NC=N1, predict the reaction product. The product is: [N:7]1[NH:6][C:5]([NH:8][C:9]([C:11]2[C:16]([NH2:17])=[N:15][C:14]([C:18]([F:21])([F:20])[F:19])=[C:13]([Br:22])[N:12]=2)=[O:10])=[N:25][CH:3]=1. (8) Given the reactants [C:12]([O:11][C:9](O[C:9]([O:11][C:12]([CH3:15])([CH3:14])[CH3:13])=[O:10])=[O:10])([CH3:15])([CH3:14])[CH3:13].[OH:16][CH:17]1[CH2:21][CH2:20][NH:19][CH2:18]1.C(=O)([O-])O.[Na+], predict the reaction product. The product is: [C:12]([O:11][C:9]([N:19]1[CH2:20][CH2:21][CH:17]([OH:16])[CH2:18]1)=[O:10])([CH3:13])([CH3:14])[CH3:15]. (9) Given the reactants [CH3:1][O:2][CH2:3][CH2:4][CH2:5][CH2:6][N:7]1[C:11]2[CH:12]=[CH:13][CH:14]=[CH:15][C:10]=2[N:9]=[C:8]1[C:16]([N:18]([CH2:40][CH2:41][CH3:42])[C@H:19]1[CH2:24][C@@H:23]([C:25]([N:27]2[CH2:32][CH2:31][O:30][CH2:29][CH2:28]2)=[O:26])[CH2:22][N:21](C(OC(C)(C)C)=O)[CH2:20]1)=[O:17].C(OCC)(=O)C.[ClH:49], predict the reaction product. The product is: [ClH:49].[ClH:49].[CH3:1][O:2][CH2:3][CH2:4][CH2:5][CH2:6][N:7]1[C:11]2[CH:12]=[CH:13][CH:14]=[CH:15][C:10]=2[N:9]=[C:8]1[C:16]([N:18]([C@H:19]1[CH2:24][C@@H:23]([C:25]([N:27]2[CH2:28][CH2:29][O:30][CH2:31][CH2:32]2)=[O:26])[CH2:22][NH:21][CH2:20]1)[CH2:40][CH2:41][CH3:42])=[O:17]. (10) Given the reactants [NH2:1][C:2]1[C:3]2[C:10]([C:11]3[CH:16]=[CH:15][C:14]([O:17][C:18]4[CH:23]=[CH:22][CH:21]=[CH:20][CH:19]=4)=[CH:13][CH:12]=3)=[CH:9][N:8]([CH:24]3[CH2:29][CH2:28][C:27](=O)[CH2:26][CH2:25]3)[C:4]=2[N:5]=[CH:6][N:7]=1.[CH3:31][N:32]1[CH2:37][CH2:36][NH:35][CH2:34][CH2:33]1.C(O[BH-](OC(=O)C)OC(=O)C)(=O)C.[Na+].C(=O)([O-])O.[Na+], predict the reaction product. The product is: [CH3:31][N:32]1[CH2:37][CH2:36][N:35]([C@H:27]2[CH2:26][CH2:25][C@H:24]([N:8]3[C:4]4[N:5]=[CH:6][N:7]=[C:2]([NH2:1])[C:3]=4[C:10]([C:11]4[CH:12]=[CH:13][C:14]([O:17][C:18]5[CH:23]=[CH:22][CH:21]=[CH:20][CH:19]=5)=[CH:15][CH:16]=4)=[CH:9]3)[CH2:29][CH2:28]2)[CH2:34][CH2:33]1.